From a dataset of Reaction yield outcomes from USPTO patents with 853,638 reactions. Predict the reaction yield, written as a fraction of the theoretical maximum amount of product (1.0 means a 100% yield; for example, 0.34 means a 34% yield). (1) The reactants are [Br:1][C:2]1[CH:3]=[CH:4][C:5]([CH:8]=[O:9])=[N:6][CH:7]=1.[BH4-].[Na+].O. The catalyst is C(O)C.C1COCC1. The product is [Br:1][C:2]1[CH:3]=[CH:4][C:5]([CH2:8][OH:9])=[N:6][CH:7]=1. The yield is 0.860. (2) The reactants are CS([O:5][CH2:6][C@@H:7]1[O:16][CH2:15][C@@H:10]2[CH2:11][O:12][CH2:13][CH2:14][N:9]2[CH2:8]1)(=O)=O.Cl.[Br:18][C:19]1[CH:24]=[CH:23][C:22]([NH:25][C:26]2[C:35]3[C:30](=[CH:31][C:32](O)=[C:33]([O:36][CH3:37])[CH:34]=3)[N:29]=[CH:28][N:27]=2)=[C:21]([F:39])[C:20]=1[Cl:40].C(=O)([O-])[O-].[K+].[K+]. The catalyst is CN(C=O)C. The product is [ClH:40].[Br:18][C:19]1[CH:24]=[CH:23][C:22]([NH:25][C:26]2[C:35]3[C:30](=[CH:31][C:32]([O:5][CH2:6][C@@H:7]4[O:16][CH2:15][C@@H:10]5[CH2:11][O:12][CH2:13][CH2:14][N:9]5[CH2:8]4)=[C:33]([O:36][CH3:37])[CH:34]=3)[N:29]=[CH:28][N:27]=2)=[C:21]([F:39])[C:20]=1[Cl:40]. The yield is 0.100. (3) The reactants are CN(C(ON1N=NC2C=CC=NC1=2)=[N+](C)C)C.F[P-](F)(F)(F)(F)F.[C:25]([O:29][C:30]([C:32]1[CH:33]=[CH:34][C:35]2[C:36]([CH:55]3[CH2:60][CH2:59][CH2:58][CH2:57][CH2:56]3)=[C:37]3[C:43]4[CH:44]=[CH:45][C:46]([O:48][CH3:49])=[CH:47][C:42]=4[CH:41]=[C:40]([C:50]([OH:52])=O)[CH2:39][N:38]3[C:53]=2[CH:54]=1)=[O:31])([CH3:28])([CH3:27])[CH3:26].Cl.Cl.[CH3:63][N:64]1[CH2:70][CH:69]2[NH:71][CH:66]([CH2:67][CH2:68]2)[CH2:65]1. The catalyst is CN(C=O)C.O. The product is [CH:55]1([C:36]2[C:35]3[CH:34]=[CH:33][C:32]([C:30]([O:29][C:25]([CH3:26])([CH3:27])[CH3:28])=[O:31])=[CH:54][C:53]=3[N:38]3[CH2:39][C:40]([C:50]([N:71]4[CH:66]5[CH2:67][CH2:68][CH:69]4[CH2:70][N:64]([CH3:63])[CH2:65]5)=[O:52])=[CH:41][C:42]4[CH:47]=[C:46]([O:48][CH3:49])[CH:45]=[CH:44][C:43]=4[C:37]=23)[CH2:56][CH2:57][CH2:58][CH2:59][CH2:60]1. The yield is 0.950. (4) The yield is 0.780. The reactants are [Br:1][C:2]1[CH:7]=[CH:6][C:5]([C:8]2[CH:13]=[CH:12][C:11]([CH2:14][C@@H:15]([OH:17])[CH3:16])=[CH:10][CH:9]=2)=[CH:4][CH:3]=1.N1C=CN=C1.[C:23]([Si:27]([CH3:30])([CH3:29])Cl)([CH3:26])([CH3:25])[CH3:24].C(OCC)C. The catalyst is CN(C)C=O. The product is [Br:1][C:2]1[CH:3]=[CH:4][C:5]([C:8]2[CH:13]=[CH:12][C:11]([CH2:14][C@H:15]([CH3:16])[O:17][Si:27]([C:23]([CH3:26])([CH3:25])[CH3:24])([CH3:30])[CH3:29])=[CH:10][CH:9]=2)=[CH:6][CH:7]=1. (5) The reactants are [C:1]([OH:10])(=[O:9])[C:2]1[C:3](=[CH:5][CH:6]=[CH:7][CH:8]=1)[SH:4].[CH3:11][O:12][C:13]1[CH:20]=[CH:19][C:16]([CH2:17]Cl)=[CH:15][CH:14]=1.O. The catalyst is CN(C)C=O.C([O-])([O-])=O.[K+].[K+]. The product is [CH3:11][O:12][C:13]1[CH:20]=[CH:19][C:16]([CH2:17][S:4][C:3]2[C:2](=[CH:8][CH:7]=[CH:6][CH:5]=2)[C:1]([OH:10])=[O:9])=[CH:15][CH:14]=1. The yield is 0.997. (6) The reactants are O[CH2:2][CH2:3][CH2:4][CH2:5][CH2:6][N:7]1[C:16]2[C:11]([C:12](=[O:18])[NH:13][C:14](=[O:17])[N:15]=2)=[N:10][C:9]2[CH:19]=[C:20]([CH3:24])[C:21]([CH3:23])=[CH:22][C:8]1=2.C(Br)(Br)(Br)[Br:26].C1(P(C2C=CC=CC=2)C2C=CC=CC=2)C=CC=CC=1. The catalyst is CN(C=O)C. The product is [Br:26][CH2:2][CH2:3][CH2:4][CH2:5][CH2:6][N:7]1[C:16]2[C:11]([C:12](=[O:18])[NH:13][C:14](=[O:17])[N:15]=2)=[N:10][C:9]2[CH:19]=[C:20]([CH3:24])[C:21]([CH3:23])=[CH:22][C:8]1=2. The yield is 0.700. (7) The reactants are [OH:1][C:2]1[C:3](=[O:10])[CH:4]=[C:5]([CH2:8][OH:9])[O:6][CH:7]=1.CC(C)([O-])C.[K+].[CH3:17][O:18][C:19]1[CH:26]=[CH:25][C:22]([CH2:23]Cl)=[CH:21][CH:20]=1. The catalyst is CN(C=O)C. The product is [OH:9][CH2:8][C:5]1[O:6][CH:7]=[C:2]([O:1][CH2:23][C:22]2[CH:25]=[CH:26][C:19]([O:18][CH3:17])=[CH:20][CH:21]=2)[C:3](=[O:10])[CH:4]=1. The yield is 0.520. (8) The reactants are [Cl:1][C:2]1[CH:7]=[C:6](Cl)[N:5]2[N:9]=[CH:10][CH:11]=[C:4]2[N:3]=1.[OH-].[NH4+:13]. No catalyst specified. The product is [Cl:1][C:2]1[CH:7]=[C:6]([NH2:13])[N:5]2[N:9]=[CH:10][CH:11]=[C:4]2[N:3]=1. The yield is 0.880. (9) The reactants are [Cl-].[Al+3].[Cl-].[Cl-].[NH:5]1[C:13]2[C:8](=[CH:9][CH:10]=[CH:11][CH:12]=2)[CH2:7][C:6]1=[O:14].[C:15](Cl)(=[O:19])[CH2:16][CH2:17][CH3:18]. The catalyst is ClCCCl. The product is [C:15]([C:10]1[CH:9]=[C:8]2[C:13](=[CH:12][CH:11]=1)[NH:5][C:6](=[O:14])[CH2:7]2)(=[O:19])[CH2:16][CH2:17][CH3:18]. The yield is 0.380.